Predict which catalyst facilitates the given reaction. From a dataset of Catalyst prediction with 721,799 reactions and 888 catalyst types from USPTO. (1) Reactant: [CH3:1][C:2]1[NH:3][CH:4]=[C:5]([CH:7]=[O:8])[N:6]=1.[H-].[Na+].[CH2:11](I)[CH2:12][CH3:13]. Product: [CH3:1][C:2]1[N:3]([CH2:11][CH2:12][CH3:13])[CH:4]=[C:5]([CH:7]=[O:8])[N:6]=1. The catalyst class is: 118. (2) Reactant: [Cl:1][C:2]1[C:3]2[N:4]([C:8]([CH:11]3[CH2:14][C:13](=[O:15])[CH2:12]3)=[N:9][CH:10]=2)[CH:5]=[CH:6][N:7]=1.[Br:16]N1C(=O)CCC1=O.O. Product: [Br:16][C:10]1[N:9]=[C:8]([CH:11]2[CH2:12][C:13](=[O:15])[CH2:14]2)[N:4]2[CH:5]=[CH:6][N:7]=[C:2]([Cl:1])[C:3]=12. The catalyst class is: 9. (3) The catalyst class is: 8. Product: [NH2:2][C:1]1[C:3]2[C:12]3[CH2:11][C:10]([CH3:13])([CH3:14])[CH2:9][CH2:8][C:7]=3[C:6]([O:15][CH3:16])=[N:5][C:4]=2[O:17][C:18]=1[C:19]([O:21][CH2:22][CH3:23])=[O:20]. Reactant: [C:1]([C:3]1[C:12]2[CH2:11][C:10]([CH3:14])([CH3:13])[CH2:9][CH2:8][C:7]=2[C:6]([O:15][CH3:16])=[N:5][C:4]=1[O:17][CH2:18][C:19]([O:21][CH2:22][CH3:23])=[O:20])#[N:2].[O-]CC.[Na+]. (4) Reactant: [CH3:1]OC(OC)(C)C.[CH2:8]([O:10][C:11]([C:13]1[C:23]([CH2:24][CH2:25][C:26](=[O:33])[C:27]2[CH:32]=[CH:31][CH:30]=[CH:29][CH:28]=2)=[C:22]([OH:34])[C:16]2[N:17]=[C:18]([CH3:21])[N:19]([CH3:20])[C:15]=2[CH:14]=1)=[O:12])[CH3:9].CS(O)(=O)=O.C(=O)([O-])O.[Na+]. Product: [CH2:8]([O:10][C:11]([C:13]1[C:23]2[CH2:24][CH2:25][C:26]([O:33][CH3:1])([C:27]3[CH:32]=[CH:31][CH:30]=[CH:29][CH:28]=3)[O:34][C:22]=2[C:16]2[N:17]=[C:18]([CH3:21])[N:19]([CH3:20])[C:15]=2[CH:14]=1)=[O:12])[CH3:9]. The catalyst class is: 4. (5) Reactant: [NH:1]1[C:5]2[CH:6]=[CH:7][CH:8]=[CH:9][C:4]=2[N:3]=[C:2]1[CH2:10][CH2:11][CH2:12][N:13]([CH3:31])[CH2:14][CH2:15][C:16]1([OH:30])[CH2:21][CH:20]2[CH2:22][CH2:23][CH:17]1[CH:18]=[C:19]2[C:24]1[CH:29]=[CH:28][CH:27]=[CH:26][CH:25]=1.CCN(CC)CC.[C:39](Cl)(=[O:43])[CH:40]([CH3:42])[CH3:41]. Product: [NH:1]1[C:5]2[CH:6]=[CH:7][CH:8]=[CH:9][C:4]=2[N:3]=[C:2]1[CH2:10][CH2:11][CH2:12][N:13]([CH3:31])[CH2:14][CH2:15][C@:16]1([O:30][C:39](=[O:43])[CH:40]([CH3:42])[CH3:41])[CH2:21][C@H:20]2[CH2:22][CH2:23][C@@H:17]1[CH:18]=[C:19]2[C:24]1[CH:25]=[CH:26][CH:27]=[CH:28][CH:29]=1. The catalyst class is: 2. (6) Reactant: [Cl:1][C:2]1[CH:9]=[CH:8][C:5]([CH2:6][NH2:7])=[CH:4][CH:3]=1.[CH3:10][O:11][C:12](=[O:15])[CH2:13]Br.C([O-])([O-])=O.[K+].[K+]. Product: [CH3:10][O:11][C:12](=[O:15])[CH2:13][NH:7][CH2:6][C:5]1[CH:8]=[CH:9][C:2]([Cl:1])=[CH:3][CH:4]=1. The catalyst class is: 23. (7) Reactant: C([O:3][C:4]([C:6]1[N:11]2[N:12]=[CH:13][CH:14]=[C:10]2[N:9]=[C:8]([C:15]2[CH:20]=[CH:19][C:18]([Cl:21])=[CH:17][CH:16]=2)[CH:7]=1)=O)C.[BH4-].[Na+]. Product: [Cl:21][C:18]1[CH:19]=[CH:20][C:15]([C:8]2[CH:7]=[C:6]([CH2:4][OH:3])[N:11]3[N:12]=[CH:13][CH:14]=[C:10]3[N:9]=2)=[CH:16][CH:17]=1. The catalyst class is: 111. (8) Reactant: [CH3:1][O:2][C:3](=[O:12])[C:4]1[CH:9]=[C:8]([OH:10])[CH:7]=[C:6]([Cl:11])[CH:5]=1.[H-].[Na+].Br[CH2:16][CH2:17][O:18][CH3:19]. Product: [CH3:1][O:2][C:3](=[O:12])[C:4]1[CH:9]=[C:8]([O:10][CH2:16][CH2:17][O:18][CH3:19])[CH:7]=[C:6]([Cl:11])[CH:5]=1. The catalyst class is: 44. (9) Reactant: [CH2:1]([O:8][C:9]1[CH:14]=[CH:13][C:12]([C:15]2[N:19]([C:20]3[CH:25]=[CH:24][C:23]([O:26][CH3:27])=[CH:22][CH:21]=3)[N:18]=[C:17]([OH:28])[CH:16]=2)=[CH:11][CH:10]=1)[C:2]1[CH:7]=[CH:6][CH:5]=[CH:4][CH:3]=1.Br[CH2:30][CH:31]([CH3:33])[CH3:32].C(=O)([O-])[O-].[K+].[K+]. Product: [CH2:1]([O:8][C:9]1[CH:10]=[CH:11][C:12]([C:15]2[N:19]([C:20]3[CH:25]=[CH:24][C:23]([O:26][CH3:27])=[CH:22][CH:21]=3)[N:18]=[C:17]([O:28][CH2:30][CH:31]([CH3:33])[CH3:32])[CH:16]=2)=[CH:13][CH:14]=1)[C:2]1[CH:7]=[CH:6][CH:5]=[CH:4][CH:3]=1. The catalyst class is: 3.